This data is from Forward reaction prediction with 1.9M reactions from USPTO patents (1976-2016). The task is: Predict the product of the given reaction. (1) The product is: [N+:20]([C:17]1[CH:16]=[CH:15][C:14]([O:13][CH2:12][C:10]2[NH:9][C:8]3[CH:23]=[CH:24][C:5]([C:3]([OH:4])=[O:2])=[CH:6][C:7]=3[N:11]=2)=[CH:19][CH:18]=1)([O-:22])=[O:21]. Given the reactants C[O:2][C:3]([C:5]1[CH:24]=[CH:23][C:8]2[NH:9][C:10]([CH2:12][O:13][C:14]3[CH:19]=[CH:18][C:17]([N+:20]([O-:22])=[O:21])=[CH:16][CH:15]=3)=[N:11][C:7]=2[CH:6]=1)=[O:4].Cl.C(=O)(O)[O-].[Na+], predict the reaction product. (2) Given the reactants [CH3:1][S:2][C:3]1[C:4]2[N:11]=[C:10]([C:12]([OH:14])=O)[S:9][C:5]=2[N:6]=[CH:7][N:8]=1.[CH3:15][NH:16][CH3:17], predict the reaction product. The product is: [CH3:15][N:16]([CH3:17])[C:12]([C:10]1[S:9][C:5]2[N:6]=[CH:7][N:8]=[C:3]([S:2][CH3:1])[C:4]=2[N:11]=1)=[O:14].